Task: Binary Classification. Given a miRNA mature sequence and a target amino acid sequence, predict their likelihood of interaction.. Dataset: Experimentally validated miRNA-target interactions with 360,000+ pairs, plus equal number of negative samples (1) The miRNA is hsa-miR-1288-5p with sequence GCAGAUCAGGACUGUAACUCACC. The protein sequence of the target gene is MSGSHTPACGPFSALTPSIWPQEILAKYTQKEESAEQPEFYYDEFGFRVYKEEGDEPGSSLLANSPLMEDAPQRLRWQAHLEFTHNHDVGDLTWDKIAVSLPRSEKLRSLVLAGIPHGMRPQLWMRLSGALQKKRNSELSYREIVKNSSNDETIAAKQIEKDLLRTMPSNACFASMGSIGVPRLRRVLRALAWLYPEIGYCQGTGMVAACLLLFLEEEDAFWMMSAIIEDLLPASYFSTTLLGVQTDQRVLRHLIVQYLPRLDKLLQEHDIELSLITLHWFLTAFASVVDIKLLLRIWDL.... Result: 0 (no interaction). (2) The miRNA is hsa-miR-4478 with sequence GAGGCUGAGCUGAGGAG. The protein sequence of the target gene is MNKVEQKSQESVSFKDVTVGFTQEEWQHLDPSQRALYRDVMLENYSNLVSVGYCVHKPEVIFRLQQGEEPWKQEEEFPSQSFPVWTADHLKERSQENQSKHLWEVVFINNEMLTKEQGDVIGIPFNVDVSSFPSRKMFCQCDSCGMSFNTVSELVISKINYLGKKSDEFNACGKLLLNIKHDETHTQEKNEVLKNRNTLSHHEETLQHEKIQTLEHNFEYSICQETLLEKAVFNTQKRENAEENNCDYNEFGRTLCDSSSLLFHQISPSRDNHYEFSDCEKFLCVKSTLSKPHGVSMKHY.... Result: 1 (interaction). (3) The miRNA is hsa-miR-1273h-5p with sequence CUGGGAGGUCAAGGCUGCAGU. The protein sequence of the target gene is MAGKVKWVTDIEKSVLINNFEKRGWVQVTENEDWNFYWMSVQTIRNVFSVEAGYRLSDDQIVNHFPNHYELTRKDLMVKNIKRYRKELEKEGSPLAEKDENGKYLYLDFVPVTYMLPADYNLFVEEFRKSPSSTWIMKPCGKAQGKGIFLINKLSQIKKWSRDSKTSSFVSQSNKEAYVISLYINNPLLIGGRKFDLRLYVLVSTYRPLRCYMYKLGFCRFCTVKYTPSTSELDNMFVHLTNVAIQKHGEDYNHIHGGKWTVSNLRLYLESTRGKEVTSKLFDEIHWIIVQSLKAVAPVM.... Result: 1 (interaction). (4) The miRNA is hsa-miR-1909-5p with sequence UGAGUGCCGGUGCCUGCCCUG. The protein sequence of the target gene is MNRYTTMKQLGDGTYGSVLMGKSNESGELVAIKRMKRKFYSWDECMNLREVKSLKKLNHANVIKLKEVIRENDHLYFVFEYMKENLYQLMKDRNKLFPESVIRNIMYQILQGLAFIHKHGFFHRDMKPENLLCMGPELVKIADFGLARELRSQPPYTDYVSTRWYRAPEVLLRSSVYSSPIDVWAVGSIMAELYTFRPLFPGTSEVDEIFKICQVLGTPKKSDWPEGYQLASSMNFRFPQCIPINLKTLIPNASSEAIQLMTEMLNWDPKKRPTASQALKHPYFQVGQVLGSSAHHLDTK.... Result: 0 (no interaction). (5) The miRNA is hsa-miR-3147 with sequence GGUUGGGCAGUGAGGAGGGUGUGA. The protein sequence of the target gene is MAKAKKVGARRKASGAPAGARGGPAKANSNPFEVKVNRQKFQILGRKTRHDVGLPGVSRARALRKRTQTLLKEYKERDKSNVFRDKRFGEYNSNMSPEEKMMKRFALEQQRHHEKKSIYNLNEDEELTHYGQSLADIEKHNDIVDSDSDAEDRGTLSAELTAAHFGGGGGLLHKKTQQEGEEREKPKSRKELIEELIAKSKQEKRERQAQREDALELTEKLDQDWKEIQTLLSHKTPKSENRDKKEKPKPDAYDMMVRELGFEMKAQPSNRMKTEAELAKEEQEHLRKLEAERLRRMLGK.... Result: 0 (no interaction).